This data is from Reaction yield outcomes from USPTO patents with 853,638 reactions. The task is: Predict the reaction yield, written as a fraction of the theoretical maximum amount of product (1.0 means a 100% yield; for example, 0.34 means a 34% yield). The reactants are [H-].[Na+].C1COCC1.[O:8]=[C:9]1[CH:15]([NH:16][C:17](=[O:23])[O:18][C:19]([CH3:22])([CH3:21])[CH3:20])[CH2:14][S:13][CH2:12][CH2:11][NH:10]1.[CH2:24]([O:28][C:29]1[CH:36]=[CH:35][C:32]([CH2:33]Br)=[CH:31][CH:30]=1)[CH2:25][CH2:26][CH3:27]. The catalyst is O.CCOC(C)=O. The product is [C:19]([O:18][C:17](=[O:23])[NH:16][CH:15]1[CH2:14][S:13][CH2:12][CH2:11][N:10]([CH2:33][C:32]2[CH:35]=[CH:36][C:29]([O:28][CH2:24][CH2:25][CH2:26][CH3:27])=[CH:30][CH:31]=2)[C:9]1=[O:8])([CH3:20])([CH3:22])[CH3:21]. The yield is 0.530.